The task is: Predict the reactants needed to synthesize the given product.. This data is from Retrosynthesis with 50K atom-mapped reactions and 10 reaction types from USPTO. (1) Given the product Cc1cnc2[nH]c3c(C)c(C(=O)NCCN(C)C)cc(Cl)c3c2c1, predict the reactants needed to synthesize it. The reactants are: CN(C)CCN.Cc1cnc2[nH]c3c(C)c(C(=O)O)cc(Cl)c3c2c1. (2) Given the product CC(=O)c1c[nH]c2cnccc12, predict the reactants needed to synthesize it. The reactants are: CC(=O)Cl.c1cc2cc[nH]c2cn1. (3) Given the product O=C(Nc1cccc(C(F)(F)F)c1)C(=Cc1c(Cl)cccc1Cl)C(=O)Nc1cccc(C(F)(F)F)c1, predict the reactants needed to synthesize it. The reactants are: O=C(CC(=O)Nc1cccc(C(F)(F)F)c1)Nc1cccc(C(F)(F)F)c1.O=Cc1c(Cl)cccc1Cl. (4) Given the product Cc1c(C(=O)N[C@@H](Cc2ccc(OCc3ccoc3)cc2)C(=O)O)oc2cc(-c3ccc(Cl)cc3)ccc12, predict the reactants needed to synthesize it. The reactants are: COC(=O)[C@H](Cc1ccc(OCc2ccoc2)cc1)NC(=O)c1oc2cc(-c3ccc(Cl)cc3)ccc2c1C. (5) Given the product CC(C)(C)OC(=O)Nc1cccc(C(=O)NCCC(=O)OCc2ccccc2)c1, predict the reactants needed to synthesize it. The reactants are: CC(C)(C)OC(=O)Nc1cccc(C(=O)O)c1.NCCC(=O)OCc1ccccc1.